Dataset: Full USPTO retrosynthesis dataset with 1.9M reactions from patents (1976-2016). Task: Predict the reactants needed to synthesize the given product. (1) Given the product [C:20]([O:19][C:18](=[O:24])[NH:17][C:14]1([C:11]2[CH:12]=[CH:13][C:8]([I:25])=[CH:9][CH:10]=2)[CH2:16][CH2:15]1)([CH3:23])([CH3:22])[CH3:21], predict the reactants needed to synthesize it. The reactants are: CNCCNC.Br[C:8]1[CH:13]=[CH:12][C:11]([C:14]2([NH:17][C:18](=[O:24])[O:19][C:20]([CH3:23])([CH3:22])[CH3:21])[CH2:16][CH2:15]2)=[CH:10][CH:9]=1.[I-:25].[Na+].N. (2) Given the product [Cl:14][C:15]1[N:20]=[C:19]([NH:4][CH:1]([CH3:3])[CH3:2])[C:18]([N+:22]([O-:24])=[O:23])=[C:17]([O:25][CH3:26])[N:16]=1, predict the reactants needed to synthesize it. The reactants are: [CH:1]([NH2:4])([CH3:3])[CH3:2].C(N(CC)C(C)C)(C)C.[Cl:14][C:15]1[N:20]=[C:19](Cl)[C:18]([N+:22]([O-:24])=[O:23])=[C:17]([O:25][CH3:26])[N:16]=1. (3) Given the product [Br:17][C:18]1[CH:23]=[CH:22][CH:21]=[CH:20][C:19]=1[N:24]1[CH:28]=[CH:27][C:26]([O:29][CH2:2][C:3]2[C:8]([CH3:9])=[CH:7][CH:6]=[CH:5][C:4]=2[N:10]2[C:14](=[O:15])[N:13]([CH3:16])[N:12]=[N:11]2)=[N:25]1, predict the reactants needed to synthesize it. The reactants are: Br[CH2:2][C:3]1[C:8]([CH3:9])=[CH:7][CH:6]=[CH:5][C:4]=1[N:10]1[C:14](=[O:15])[N:13]([CH3:16])[N:12]=[N:11]1.[Br:17][C:18]1[CH:23]=[CH:22][CH:21]=[CH:20][C:19]=1[N:24]1[CH:28]=[CH:27][C:26]([OH:29])=[N:25]1.C(=O)([O-])[O-].[K+].[K+].C(#N)C.